This data is from NCI-60 drug combinations with 297,098 pairs across 59 cell lines. The task is: Regression. Given two drug SMILES strings and cell line genomic features, predict the synergy score measuring deviation from expected non-interaction effect. (1) Drug 1: CC1C(C(CC(O1)OC2CC(CC3=C2C(=C4C(=C3O)C(=O)C5=C(C4=O)C(=CC=C5)OC)O)(C(=O)C)O)N)O.Cl. Drug 2: C1=NC2=C(N1)C(=S)N=C(N2)N. Cell line: CCRF-CEM. Synergy scores: CSS=77.4, Synergy_ZIP=1.01, Synergy_Bliss=-0.248, Synergy_Loewe=-1.28, Synergy_HSA=1.34. (2) Drug 1: CC1C(C(CC(O1)OC2CC(OC(C2O)C)OC3=CC4=CC5=C(C(=O)C(C(C5)C(C(=O)C(C(C)O)O)OC)OC6CC(C(C(O6)C)O)OC7CC(C(C(O7)C)O)OC8CC(C(C(O8)C)O)(C)O)C(=C4C(=C3C)O)O)O)O. Drug 2: COC1=C2C(=CC3=C1OC=C3)C=CC(=O)O2. Cell line: M14. Synergy scores: CSS=5.10, Synergy_ZIP=0.808, Synergy_Bliss=-1.01, Synergy_Loewe=-47.8, Synergy_HSA=-3.22. (3) Cell line: HCT116. Drug 1: COC1=NC(=NC2=C1N=CN2C3C(C(C(O3)CO)O)O)N. Drug 2: CC=C1C(=O)NC(C(=O)OC2CC(=O)NC(C(=O)NC(CSSCCC=C2)C(=O)N1)C(C)C)C(C)C. Synergy scores: CSS=49.0, Synergy_ZIP=2.76, Synergy_Bliss=2.51, Synergy_Loewe=-55.5, Synergy_HSA=-1.25. (4) Drug 1: COC1=NC(=NC2=C1N=CN2C3C(C(C(O3)CO)O)O)N. Drug 2: CCC1(CC2CC(C3=C(CCN(C2)C1)C4=CC=CC=C4N3)(C5=C(C=C6C(=C5)C78CCN9C7C(C=CC9)(C(C(C8N6C)(C(=O)OC)O)OC(=O)C)CC)OC)C(=O)OC)O.OS(=O)(=O)O. Cell line: MALME-3M. Synergy scores: CSS=21.3, Synergy_ZIP=-8.59, Synergy_Bliss=-4.08, Synergy_Loewe=-2.20, Synergy_HSA=-1.32. (5) Drug 1: CC1=CC2C(CCC3(C2CCC3(C(=O)C)OC(=O)C)C)C4(C1=CC(=O)CC4)C. Drug 2: CC1=C(C(=CC=C1)Cl)NC(=O)C2=CN=C(S2)NC3=CC(=NC(=N3)C)N4CCN(CC4)CCO. Cell line: HOP-92. Synergy scores: CSS=15.3, Synergy_ZIP=0.140, Synergy_Bliss=3.95, Synergy_Loewe=-83.1, Synergy_HSA=-8.69. (6) Drug 1: CN(C)C1=NC(=NC(=N1)N(C)C)N(C)C. Drug 2: C(CC(=O)O)C(=O)CN.Cl. Cell line: ACHN. Synergy scores: CSS=-0.693, Synergy_ZIP=1.87, Synergy_Bliss=4.90, Synergy_Loewe=-0.869, Synergy_HSA=0.779. (7) Drug 1: CN(C)N=NC1=C(NC=N1)C(=O)N. Drug 2: CC=C1C(=O)NC(C(=O)OC2CC(=O)NC(C(=O)NC(CSSCCC=C2)C(=O)N1)C(C)C)C(C)C. Cell line: T-47D. Synergy scores: CSS=3.99, Synergy_ZIP=3.45, Synergy_Bliss=-0.210, Synergy_Loewe=-21.8, Synergy_HSA=-0.695.